From a dataset of Full USPTO retrosynthesis dataset with 1.9M reactions from patents (1976-2016). Predict the reactants needed to synthesize the given product. (1) Given the product [NH2:1][C:2]1[C:7]([F:8])=[C:6]([C:9]2[CH:14]=[CH:13][C:12]([Cl:15])=[C:11]([O:16][CH3:17])[C:10]=2[F:18])[N:5]=[C:4]([C:19]([OH:21])=[O:20])[C:3]=1[O:23][CH3:24], predict the reactants needed to synthesize it. The reactants are: [NH2:1][C:2]1[C:7]([F:8])=[C:6]([C:9]2[CH:14]=[CH:13][C:12]([Cl:15])=[C:11]([O:16][CH3:17])[C:10]=2[F:18])[N:5]=[C:4]([C:19]([O:21]C)=[O:20])[C:3]=1[O:23][CH3:24].[OH-].[Na+].Cl. (2) Given the product [CH:17]1([N:16]2[C:15]3[C:14]4[CH:13]=[CH:12][CH:11]=[C:10]([O:22][CH3:23])[C:9]=4[N:8]=[CH:7][C:6]=3[C:4](=[O:5])[N:24]([C:27]3[CH:31]=[C:30]([CH3:32])[O:29][C:28]=3[C:33]([F:36])([F:34])[F:35])[C:25]2=[O:26])[CH2:21][CH2:20][CH2:19][CH2:18]1, predict the reactants needed to synthesize it. The reactants are: C(O[C:4]([C:6]1[CH:7]=[N:8][C:9]2[C:14]([C:15]=1[NH:16][CH:17]1[CH2:21][CH2:20][CH2:19][CH2:18]1)=[CH:13][CH:12]=[CH:11][C:10]=2[O:22][CH3:23])=[O:5])C.[N:24]([C:27]1[CH:31]=[C:30]([CH3:32])[O:29][C:28]=1[C:33]([F:36])([F:35])[F:34])=[C:25]=[O:26]. (3) Given the product [CH:34]([OH:45])=[O:35].[CH:30]1([NH:33][C:34]([NH:29][C@@H:22]2[C:23]3[C:28](=[CH:27][CH:26]=[CH:25][CH:24]=3)[C@H:19]([O:18][C:15]3[CH:16]=[CH:17][C:12]4[N:13]([C:9]([N:3]5[C@H:2]([CH3:1])[CH2:7][CH2:6][CH2:5][C@@H:4]5[CH3:8])=[N:10][N:11]=4)[CH:14]=3)[CH2:20][CH2:21]2)=[O:35])[CH2:32][CH2:31]1, predict the reactants needed to synthesize it. The reactants are: [CH3:1][C@H:2]1[CH2:7][CH2:6][CH2:5][C@@H:4]([CH3:8])[N:3]1[C:9]1[N:13]2[CH:14]=[C:15]([O:18][C@H:19]3[C:28]4[C:23](=[CH:24][CH:25]=[CH:26][CH:27]=4)[C@@H:22]([NH2:29])[CH2:21][CH2:20]3)[CH:16]=[CH:17][C:12]2=[N:11][N:10]=1.[CH:30]1([NH:33][C:34](=[O:45])[O:35]C2C=CC([N+]([O-])=O)=CC=2)[CH2:32][CH2:31]1. (4) Given the product [C:25]([Si:22]([CH3:24])([CH3:23])[O:1][CH:2]([CH2:11][C:12]1[CH:17]=[CH:16][CH:15]=[C:14]([C:18]([F:21])([F:19])[F:20])[CH:13]=1)[CH2:3][CH2:4][CH:5]1[NH:9][C:8](=[O:10])[CH2:7][CH2:6]1)([CH3:28])([CH3:27])[CH3:26], predict the reactants needed to synthesize it. The reactants are: [OH:1][CH:2]([CH2:11][C:12]1[CH:17]=[CH:16][CH:15]=[C:14]([C:18]([F:21])([F:20])[F:19])[CH:13]=1)[CH2:3][CH2:4][CH:5]1[NH:9][C:8](=[O:10])[CH2:7][CH2:6]1.[Si:22](Cl)([C:25]([CH3:28])([CH3:27])[CH3:26])([CH3:24])[CH3:23]. (5) Given the product [F:34][C:18]1[CH:19]=[C:20]([N:23]2[CH2:27][C@H:26]([CH2:28][NH:29][C:30](=[O:32])[CH3:31])[O:25][C:24]2=[O:33])[CH:21]=[CH:22][C:17]=1[C:9]1([F:5])[CH:14]=[CH:13][S:12](=[O:16])(=[O:15])[CH2:11][CH2:10]1, predict the reactants needed to synthesize it. The reactants are: CN(S(F)(F)[F:5])C.O[C:9]1([C:17]2[CH:22]=[CH:21][C:20]([N:23]3[CH2:27][C@H:26]([CH2:28][NH:29][C:30](=[O:32])[CH3:31])[O:25][C:24]3=[O:33])=[CH:19][C:18]=2[F:34])[CH:14]=[CH:13][S:12](=[O:16])(=[O:15])[CH2:11][CH2:10]1.